Dataset: Catalyst prediction with 721,799 reactions and 888 catalyst types from USPTO. Task: Predict which catalyst facilitates the given reaction. (1) Reactant: [F:1][C:2]1[CH:3]=[C:4]([NH:14][CH2:15][C:16]([O:18][CH3:19])=[O:17])[CH:5]=[CH:6][C:7]=1[N:8]1[CH2:13][CH2:12][O:11][CH2:10][CH2:9]1.CN(C1C=CC=CN=1)C.C(N(CC)CC)C.Cl[C:37]([O:39][CH2:40][CH:41]([CH3:43])[CH3:42])=[O:38]. Product: [F:1][C:2]1[CH:3]=[C:4]([N:14]([C:37]([O:39][CH2:40][CH:41]([CH3:43])[CH3:42])=[O:38])[CH2:15][C:16]([O:18][CH3:19])=[O:17])[CH:5]=[CH:6][C:7]=1[N:8]1[CH2:9][CH2:10][O:11][CH2:12][CH2:13]1. The catalyst class is: 279. (2) Product: [CH3:32][NH:31][C:26]1[N:25]=[CH:24][C:23]2[C:28](=[CH:29][CH:30]=[C:21]([C:16]3[CH:15]=[C:14]([C:13]4[O:33][C:2]5[CH:7]=[CH:6][C:5]([C:8]([F:9])([F:11])[F:10])=[CH:4][C:3]=5[N:12]=4)[CH:19]=[CH:18][C:17]=3[CH3:20])[CH:22]=2)[N:27]=1. Reactant: F[C:2]1[CH:7]=[CH:6][C:5]([C:8]([F:11])([F:10])[F:9])=[CH:4][C:3]=1[NH:12][C:13](=[O:33])[C:14]1[CH:19]=[CH:18][C:17]([CH3:20])=[C:16]([C:21]2[CH:22]=[C:23]3[C:28](=[CH:29][CH:30]=2)[N:27]=[C:26]([NH:31][CH3:32])[N:25]=[CH:24]3)[CH:15]=1.[H-].[Na+]. The catalyst class is: 3. (3) Reactant: [H-].[Na+].[Cl:3][C:4]1[CH:9]=[CH:8][C:7]([N:10]([CH3:28])[C:11](=[O:27])[O:12][CH2:13][C:14]([OH:26])([CH3:25])[CH2:15][N:16]2[CH:20]=[C:19]([N+:21]([O-:23])=[O:22])[N:18]=[C:17]2Cl)=[CH:6][CH:5]=1. Product: [Cl:3][C:4]1[CH:9]=[CH:8][C:7]([N:10]([CH3:28])[C:11](=[O:27])[O:12][CH2:13][C:14]2([CH3:25])[O:26][C:17]3=[N:18][C:19]([N+:21]([O-:23])=[O:22])=[CH:20][N:16]3[CH2:15]2)=[CH:6][CH:5]=1. The catalyst class is: 12. (4) Reactant: [NH2:1][C@@H:2]([CH:17]([CH3:19])[CH3:18])[C:3]([C:11]1[CH:16]=[CH:15][CH:14]=[CH:13][CH:12]=1)([C:5]1[CH:10]=[CH:9][CH:8]=[CH:7][CH:6]=1)[OH:4].[ClH:20]. Product: [ClH:20].[NH2:1][C@@H:2]([CH:17]([CH3:19])[CH3:18])[C:3]([C:11]1[CH:16]=[CH:15][CH:14]=[CH:13][CH:12]=1)([C:5]1[CH:10]=[CH:9][CH:8]=[CH:7][CH:6]=1)[OH:4]. The catalyst class is: 7. (5) Reactant: [CH:1]1[C:6]2[CH2:7][C@H:8]3[N:13]([CH2:14][CH:15]4[CH2:17][CH2:16]4)[CH2:12][CH2:11][C@:10]45[C@H:18]([C:20]([CH2:22][CH2:23][C@@:9]34[OH:24])=[O:21])[O:19][C:4]([C:5]=25)=[C:3]([OH:25])[CH:2]=1.[I:26][CH3:27]. Product: [CH3:27][N+:13]1([CH2:14][CH:15]2[CH2:17][CH2:16]2)[C@@H:8]2[CH2:7][C:6]3=[CH:1][CH:2]=[C:3]([OH:25])[C:4]4[O:19][C@H:18]5[C:20]([CH2:22][CH2:23][C@:9]2([OH:24])[C@:10]5([C:5]=43)[CH2:11][CH2:12]1)=[O:21].[I-:26]. The catalyst class is: 21. (6) Reactant: Cl.O.[Cl:3][C:4]1[CH:36]=[N:35][CH:34]=[CH:33][C:5]=1[C:6]([NH:8][C:9]12[C:27](=[O:28])[C:26]3[C:21](=[CH:22][CH:23]=[CH:24][C:25]=3[N+:29]([O-])=O)[C:10]1([OH:32])[O:11][C:12]1[CH:17]=[C:16]([CH:18]([CH3:20])[CH3:19])[CH:15]=[CH:14][C:13]=12)=[O:7]. Product: [NH2:29][C:25]1[CH:24]=[CH:23][CH:22]=[C:21]2[C:26]=1[C:27](=[O:28])[C:9]1([NH:8][C:6](=[O:7])[C:5]3[CH:33]=[CH:34][N:35]=[CH:36][C:4]=3[Cl:3])[C:13]3[CH:14]=[CH:15][C:16]([CH:18]([CH3:20])[CH3:19])=[CH:17][C:12]=3[O:11][C:10]12[OH:32]. The catalyst class is: 186. (7) Reactant: [CH2:1]=[C:2]([C:4]1[C:8]2=[N:9][C:10]([C:13]([NH:15][C:16]3[CH:17]=[N:18][CH:19]=[CH:20][C:21]=3[N:22]3[CH2:27][CH2:26][CH2:25][C@H:24]([NH:28][C:29](=[O:35])[O:30][C:31]([CH3:34])([CH3:33])[CH3:32])[CH2:23]3)=[O:14])=[CH:11][CH:12]=[C:7]2[O:6][CH:5]=1)[CH3:3]. Product: [CH:2]([C:4]1[C:8]2=[N:9][C:10]([C:13]([NH:15][C:16]3[CH:17]=[N:18][CH:19]=[CH:20][C:21]=3[N:22]3[CH2:27][CH2:26][CH2:25][C@H:24]([NH:28][C:29](=[O:35])[O:30][C:31]([CH3:32])([CH3:34])[CH3:33])[CH2:23]3)=[O:14])=[CH:11][CH:12]=[C:7]2[O:6][CH:5]=1)([CH3:3])[CH3:1]. The catalyst class is: 19.